This data is from Peptide-MHC class I binding affinity with 185,985 pairs from IEDB/IMGT. The task is: Regression. Given a peptide amino acid sequence and an MHC pseudo amino acid sequence, predict their binding affinity value. This is MHC class I binding data. (1) The peptide sequence is ILKGKFQTA. The MHC is HLA-B58:01 with pseudo-sequence HLA-B58:01. The binding affinity (normalized) is 0.0847. (2) The peptide sequence is LHSLSVETI. The MHC is HLA-A02:01 with pseudo-sequence HLA-A02:01. The binding affinity (normalized) is 0. (3) The peptide sequence is RQNAPFEPI. The MHC is HLA-A32:07 with pseudo-sequence HLA-A32:07. The binding affinity (normalized) is 0.770.